Dataset: Reaction yield outcomes from USPTO patents with 853,638 reactions. Task: Predict the reaction yield, written as a fraction of the theoretical maximum amount of product (1.0 means a 100% yield; for example, 0.34 means a 34% yield). (1) The reactants are C1CO[C:8]23OCCO[C:3]2([C@:4]2([CH2:27][CH2:26][C@H:25]4[C@@H:15]([CH2:16][C@H:17]([CH2:28][OH:29])[CH:18]5[C@:23]4([CH3:24])[CH2:22][CH2:21][CH2:20][CH2:19]5)[C@@H:6]2[CH2:7]3)[CH3:5])[O:2]1.C([C@@H]1C2[C@](C)(CCC(=[O:50])C2)[C@@H]2[C@H]([C@H]3[C@@](CC2)(C)C(=O)CC3)C1)#N. No catalyst specified. The product is [OH:29][CH2:28][C@@H:17]1[CH:18]2[C@:23]([CH3:24])([CH2:22][CH2:21][C:20](=[O:50])[CH2:19]2)[C@@H:25]2[C@H:15]([C@H:6]3[C@@:4]([CH2:27][CH2:26]2)([CH3:5])[C:3](=[O:2])[CH2:8][CH2:7]3)[CH2:16]1. The yield is 0.850. (2) The product is [C:14]([O:17][C:18]([N:8]1[CH2:7][C:6]2[C:10](=[CH:11][CH:12]=[C:4]([N+:1]([O-:3])=[O:2])[CH:5]=2)[CH2:9]1)=[O:19])([CH3:16])([CH3:15])[CH3:13]. The yield is 1.00. The catalyst is C(Cl)Cl. The reactants are [N+:1]([C:4]1[CH:5]=[C:6]2[C:10](=[CH:11][CH:12]=1)[CH2:9][NH:8][CH2:7]2)([O-:3])=[O:2].[CH3:13][C:14]([O:17][C:18](O[C:18]([O:17][C:14]([CH3:16])([CH3:15])[CH3:13])=[O:19])=[O:19])([CH3:16])[CH3:15].